The task is: Predict the reaction yield, written as a fraction of the theoretical maximum amount of product (1.0 means a 100% yield; for example, 0.34 means a 34% yield).. This data is from Reaction yield outcomes from USPTO patents with 853,638 reactions. The reactants are [Cl:1][C:2]1[CH:9]=[CH:8][C:5]([CH:6]=O)=[C:4]([CH3:10])[CH:3]=1.[NH:11]1[CH2:16][CH2:15][O:14][CH2:13][CH2:12]1.[BH3-]C#N.[Na+].CC(O)=O. The catalyst is CO. The product is [Cl:1][C:2]1[CH:9]=[CH:8][C:5]([CH2:6][N:11]2[CH2:16][CH2:15][O:14][CH2:13][CH2:12]2)=[C:4]([CH3:10])[CH:3]=1. The yield is 0.350.